The task is: Predict the reaction yield, written as a fraction of the theoretical maximum amount of product (1.0 means a 100% yield; for example, 0.34 means a 34% yield).. This data is from Reaction yield outcomes from USPTO patents with 853,638 reactions. (1) The reactants are [CH:1]1([NH:6][C:7]2[N:12]=[C:11]([C:13]3[C:14]([C:28]4[CH:33]=[CH:32][C:31]([O:34][CH3:35])=[CH:30][CH:29]=4)=[N:15][N:16]4[C:21]([NH:22][CH2:23][CH2:24][CH2:25][CH2:26][OH:27])=[CH:20][CH:19]=[CH:18][C:17]=34)[CH:10]=[CH:9][N:8]=2)[CH2:5][CH2:4][CH2:3][CH2:2]1.N1C=NN=N1.C(N(C(C)C)[P:45](=[O:62])([O:54][CH2:55][C:56]1[CH:61]=[CH:60][CH:59]=[CH:58][CH:57]=1)[O:46][CH2:47][C:48]1[CH:53]=[CH:52][CH:51]=[CH:50][CH:49]=1)(C)C.CC(CC(O)=O)=O.S([O-])([O-])(=O)=S.[Na+].[Na+].C(=O)(O)[O-].[Na+]. The catalyst is ClCCl. The product is [P:45]([O:27][CH2:26][CH2:25][CH2:24][CH2:23][NH:22][C:21]1[N:16]2[N:15]=[C:14]([C:28]3[CH:29]=[CH:30][C:31]([O:34][CH3:35])=[CH:32][CH:33]=3)[C:13]([C:11]3[CH:10]=[CH:9][N:8]=[C:7]([NH:6][CH:1]4[CH2:2][CH2:3][CH2:4][CH2:5]4)[N:12]=3)=[C:17]2[CH:18]=[CH:19][CH:20]=1)([O:46][CH2:47][C:48]1[CH:53]=[CH:52][CH:51]=[CH:50][CH:49]=1)([O:54][CH2:55][C:56]1[CH:61]=[CH:60][CH:59]=[CH:58][CH:57]=1)=[O:62]. The yield is 0.530. (2) The reactants are [C:1]([C:3]1[CH:4]=[C:5]([CH:10]=[CH:11][C:12]=1[O:13][CH:14]([CH3:16])[CH3:15])[C:6]([O:8]C)=[O:7])#[N:2].[OH-].[K+]. The catalyst is O1CCCC1. The product is [C:1]([C:3]1[CH:4]=[C:5]([CH:10]=[CH:11][C:12]=1[O:13][CH:14]([CH3:16])[CH3:15])[C:6]([OH:8])=[O:7])#[N:2]. The yield is 0.870. (3) The reactants are [C:1]([C:4]1[CH:5]=[C:6]([CH:38]=[CH:39][CH:40]=1)[CH2:7][C:8]1[C:9](=[O:37])[N:10]([CH2:18][C:19]2[CH:24]=[CH:23][C:22]([C:25]3[CH:30]=[CH:29][CH:28]=[CH:27][C:26]=3[C:31]3[NH:35][C:34](=[O:36])[O:33][N:32]=3)=[CH:21][CH:20]=2)[C:11]([CH2:15][CH2:16][CH3:17])=[N:12][C:13]=1[CH3:14])(=[O:3])[CH3:2].[BH4-].[Na+]. The catalyst is O1CCCC1CO.C(OCC)(=O)C. The product is [OH:3][CH:1]([C:4]1[CH:5]=[C:6]([CH:38]=[CH:39][CH:40]=1)[CH2:7][C:8]1[C:9](=[O:37])[N:10]([CH2:18][C:19]2[CH:24]=[CH:23][C:22]([C:25]3[CH:30]=[CH:29][CH:28]=[CH:27][C:26]=3[C:31]3[NH:35][C:34](=[O:36])[O:33][N:32]=3)=[CH:21][CH:20]=2)[C:11]([CH2:15][CH2:16][CH3:17])=[N:12][C:13]=1[CH3:14])[CH3:2]. The yield is 0.690. (4) The reactants are C(=O)([O-])[O-].[Cs+].[Cs+].FC(F)(F)S(O[C:13]1[CH:14]=[CH:15][C:16]2[O:20][C:19]([C:21]3[CH:26]=[CH:25][C:24]([F:27])=[CH:23][CH:22]=3)=[C:18]([C:28](=[O:31])[NH:29][CH3:30])[C:17]=2[CH:32]=1)(=O)=O.[CH3:35][C:36]1[N:37]=[C:38]([C:46]2[CH:51]=[CH:50][CH:49]=[C:48](B3OC(C)(C)C(C)(C)O3)[CH:47]=2)[NH:39][C:40]=1[C:41]([O:43][CH2:44][CH3:45])=[O:42].O1CCOCC1. The catalyst is C(OCC)(=O)C.C1C=CC([P]([Pd]([P](C2C=CC=CC=2)(C2C=CC=CC=2)C2C=CC=CC=2)([P](C2C=CC=CC=2)(C2C=CC=CC=2)C2C=CC=CC=2)[P](C2C=CC=CC=2)(C2C=CC=CC=2)C2C=CC=CC=2)(C2C=CC=CC=2)C2C=CC=CC=2)=CC=1.O. The product is [F:27][C:24]1[CH:23]=[CH:22][C:21]([C:19]2[O:20][C:16]3[CH:15]=[CH:14][C:13]([C:50]4[CH:51]=[C:46]([C:38]5[NH:39][C:40]([C:41]([O:43][CH2:44][CH3:45])=[O:42])=[C:36]([CH3:35])[N:37]=5)[CH:47]=[CH:48][CH:49]=4)=[CH:32][C:17]=3[C:18]=2[C:28](=[O:31])[NH:29][CH3:30])=[CH:26][CH:25]=1. The yield is 0.0300. (5) The reactants are [Al+3].[Cl-].[Cl-].[Cl-].[Br:5][CH2:6][CH2:7][CH2:8][CH2:9][CH2:10][CH2:11][CH2:12][CH2:13][CH2:14][CH2:15][CH2:16][C:17](Cl)=[O:18].[CH-:20]1[CH:24]=[CH:23][CH:22]=[CH:21]1.[CH-:25]1[CH:29]=[CH:28][CH:27]=[CH:26]1.[Fe+2:30].O. The yield is 0.850. The product is [C-:20]1([C:17]([CH2:16][CH2:15][CH2:14][CH2:13][CH2:12][CH2:11][CH2:10][CH2:9][CH2:8][CH2:7][CH2:6][Br:5])=[O:18])[CH:24]=[CH:23][CH:22]=[CH:21]1.[CH-:25]1[CH:29]=[CH:28][CH:27]=[CH:26]1.[Fe+2:30]. The catalyst is C(Cl)Cl. (6) The yield is 0.300. The product is [Cl:48][C:49]1[CH:50]=[C:51]([CH3:57])[C:52]2[N:56]=[C:46]([C:30]3[CH:31]=[N:32][C:33]([O:35][CH2:36][CH2:37][CH2:38][CH:39]4[CH2:44][CH2:43][N:42]([CH3:45])[CH2:41][CH2:40]4)=[CH:34][C:29]=3[CH3:28])[NH:55][C:53]=2[CH:54]=1. The reactants are CC1C2N=C(C3C=NC(OCCCC4CCN(C)CC4)=CC=3)NC=2C=CC=1.[CH3:28][C:29]1[CH:34]=[C:33]([O:35][CH2:36][CH2:37][CH2:38][CH:39]2[CH2:44][CH2:43][N:42]([CH3:45])[CH2:41][CH2:40]2)[N:32]=[CH:31][C:30]=1[CH:46]=O.[Cl:48][C:49]1[CH:54]=[C:53]([NH2:55])[C:52]([NH2:56])=[C:51]([CH3:57])[CH:50]=1. No catalyst specified. (7) The reactants are [Cl:1][C:2]1[C:11]([O:12][CH2:13][C:14]2[CH:19]=[CH:18][C:17]([O:20][CH3:21])=[CH:16][CH:15]=2)=[C:10]([O:22][CH2:23][C:24]2[CH:29]=[CH:28][C:27]([O:30][CH3:31])=[CH:26][CH:25]=2)[CH:9]=[C:8]2[C:3]=1[C:4](=[O:36])[C:5]([CH:34]=O)=[N:6][N:7]2[CH2:32][CH3:33].[NH:37]1[CH2:41][CH2:40][CH2:39][CH2:38]1.C(O[BH-](OC(=O)C)OC(=O)C)(=O)C.[Na+]. The catalyst is ClCCl. The product is [Cl:1][C:2]1[C:11]([O:12][CH2:13][C:14]2[CH:15]=[CH:16][C:17]([O:20][CH3:21])=[CH:18][CH:19]=2)=[C:10]([O:22][CH2:23][C:24]2[CH:29]=[CH:28][C:27]([O:30][CH3:31])=[CH:26][CH:25]=2)[CH:9]=[C:8]2[C:3]=1[C:4](=[O:36])[C:5]([CH2:34][N:37]1[CH2:41][CH2:40][CH2:39][CH2:38]1)=[N:6][N:7]2[CH2:32][CH3:33]. The yield is 0.790.